This data is from Reaction yield outcomes from USPTO patents with 853,638 reactions. The task is: Predict the reaction yield, written as a fraction of the theoretical maximum amount of product (1.0 means a 100% yield; for example, 0.34 means a 34% yield). (1) The reactants are [CH3:1][CH:2]([CH3:39])[CH2:3][N:4]([CH2:15][C:16]1[N:20]([CH2:21][C@H:22]2[CH2:27][CH2:26][CH2:25][N:24](C(OC(C)(C)C)=O)[CH2:23]2)[C:19]2[CH:35]=[CH:36][CH:37]=[CH:38][C:18]=2[N:17]=1)[C@@H:5]1[C:14]2[N:13]=[CH:12][CH:11]=[CH:10][C:9]=2[CH2:8][CH2:7][CH2:6]1.CN(CC1N(C[C@H]2CCCNC2)C2C=CC=CC=2N=1)[C@@H]1C2N=CC=CC=2CCC1. No catalyst specified. The product is [CH3:1][CH:2]([CH3:39])[CH2:3][N:4]([CH2:15][C:16]1[N:20]([CH2:21][C@H:22]2[CH2:27][CH2:26][CH2:25][NH:24][CH2:23]2)[C:19]2[CH:35]=[CH:36][CH:37]=[CH:38][C:18]=2[N:17]=1)[C@@H:5]1[C:14]2[N:13]=[CH:12][CH:11]=[CH:10][C:9]=2[CH2:8][CH2:7][CH2:6]1. The yield is 1.00. (2) The reactants are [CH3:1][N:2]1[CH:6]=[CH:5][CH:4]=[C:3]1[C:7]([O:9][CH3:10])=[O:8].[Br:11]N1C(=O)CCC1=O. The catalyst is C(Cl)Cl. The product is [Br:11][C:6]1[N:2]([CH3:1])[C:3]([C:7]([O:9][CH3:10])=[O:8])=[CH:4][CH:5]=1. The yield is 0.640. (3) The product is [CH3:8][CH:3]1[N:2]([CH3:1])[CH2:7][CH2:6][N:5]([C:10]2[CH:20]=[CH:19][C:13]([C:14]([O:16][CH2:17][CH3:18])=[O:15])=[CH:12][CH:11]=2)[CH2:4]1. The reactants are [CH3:1][N:2]1[CH2:7][CH2:6][NH:5][CH2:4][CH:3]1[CH3:8].F[C:10]1[CH:20]=[CH:19][C:13]([C:14]([O:16][CH2:17][CH3:18])=[O:15])=[CH:12][CH:11]=1. The catalyst is CC(N(C)C)=O. The yield is 0.325.